Predict the product of the given reaction. From a dataset of Forward reaction prediction with 1.9M reactions from USPTO patents (1976-2016). (1) Given the reactants C(=O)([O-])[O-].[Na+].[Na+].[CH2:7]([O:14][C:15]([C:17]1[N:18]([S:23]([C:26]2[CH:31]=[CH:30][C:29]([CH3:32])=[CH:28][CH:27]=2)(=[O:25])=[O:24])[CH:19]=[C:20](I)[CH:21]=1)=[O:16])[C:8]1[CH:13]=[CH:12][CH:11]=[CH:10][CH:9]=1.S(O)(O)(=O)=O.[NH2:38][C:39]1[CH:40]=[C:41](B(O)O)[CH:42]=[CH:43][CH:44]=1.[NH2:38][C:39]1[CH:44]=[C:43](B(O)O)[CH:42]=[CH:41][CH:40]=1, predict the reaction product. The product is: [CH2:7]([O:14][C:15]([C:17]1[N:18]([S:23]([C:26]2[CH:31]=[CH:30][C:29]([CH3:32])=[CH:28][CH:27]=2)(=[O:25])=[O:24])[CH:19]=[C:20]([C:43]2[CH:42]=[CH:41][CH:40]=[C:39]([NH2:38])[CH:44]=2)[CH:21]=1)=[O:16])[C:8]1[CH:13]=[CH:12][CH:11]=[CH:10][CH:9]=1. (2) Given the reactants N[C:2]1[CH:6]=[C:5]([C:7]2[CH:19]=[CH:18][C:10]([O:11][CH2:12][CH2:13][NH:14][C:15]([NH2:17])=[O:16])=[CH:9][CH:8]=2)[N:4]([C:20]2[CH:25]=[CH:24][C:23]([O:26][CH3:27])=[CH:22][CH:21]=2)[N:3]=1.[Cl-:28].[Li+].N(OCCC(C)C)=O, predict the reaction product. The product is: [Cl:28][C:2]1[CH:6]=[C:5]([C:7]2[CH:19]=[CH:18][C:10]([O:11][CH2:12][CH2:13][NH:14][C:15]([NH2:17])=[O:16])=[CH:9][CH:8]=2)[N:4]([C:20]2[CH:25]=[CH:24][C:23]([O:26][CH3:27])=[CH:22][CH:21]=2)[N:3]=1. (3) Given the reactants CN(C(ON1N=NC2C=CC=NC1=2)=[N+](C)C)C.F[P-](F)(F)(F)(F)F.[F:25][C:26]1[CH:27]=[C:28]([NH:37][C:38]([C@@H:40]2[NH:49][CH2:48][CH2:47][C:46]3[N:45]=[C:44]([O:50][CH3:51])[CH:43]=[CH:42][C:41]2=3)=[O:39])[CH:29]=[C:30]2[C:34]=1[C:33]([CH3:36])([CH3:35])[CH2:32][CH2:31]2.[C:52]([O:56][C:57](=[O:66])[CH2:58][C@@H:59]1[CH2:62][C@H:61]([C:63](O)=[O:64])[CH2:60]1)([CH3:55])([CH3:54])[CH3:53].CCN(C(C)C)C(C)C, predict the reaction product. The product is: [F:25][C:26]1[CH:27]=[C:28]([NH:37][C:38]([C@@H:40]2[N:49]([C:63]([C@@H:61]3[CH2:60][C@H:59]([CH2:58][C:57]([O:56][C:52]([CH3:55])([CH3:54])[CH3:53])=[O:66])[CH2:62]3)=[O:64])[CH2:48][CH2:47][C:46]3[N:45]=[C:44]([O:50][CH3:51])[CH:43]=[CH:42][C:41]2=3)=[O:39])[CH:29]=[C:30]2[C:34]=1[C:33]([CH3:35])([CH3:36])[CH2:32][CH2:31]2. (4) Given the reactants O.[C:2]([O:5][CH2:6][CH3:7])(=[O:4])[CH3:3].[C:8]([OH:11])(=[O:10])[CH3:9], predict the reaction product. The product is: [C:2]([O:5][CH:6]=[CH2:7])(=[O:4])[CH3:3].[C:8]([O:11][C:2](=[O:4])[CH3:3])(=[O:10])[CH3:9].